From a dataset of Full USPTO retrosynthesis dataset with 1.9M reactions from patents (1976-2016). Predict the reactants needed to synthesize the given product. (1) Given the product [CH:1]1([C:4]2[N:8]([C:9]3[CH:14]=[CH:13][CH:12]=[C:11]([C:15]([F:18])([F:16])[F:17])[CH:10]=3)[N:7]=[C:6]([CH3:19])[C:5]=2[C:20]([N:22]2[CH2:27][CH2:26][CH:25]([N:36]3[C@H:32]([CH2:31][OH:30])[CH2:33][C@@H:34]([NH:37][C:38](=[O:40])[CH3:39])[CH2:35]3)[CH2:24][CH2:23]2)=[O:21])[CH2:3][CH2:2]1, predict the reactants needed to synthesize it. The reactants are: [CH:1]1([C:4]2[N:8]([C:9]3[CH:14]=[CH:13][CH:12]=[C:11]([C:15]([F:18])([F:17])[F:16])[CH:10]=3)[N:7]=[C:6]([CH3:19])[C:5]=2[C:20]([N:22]2[CH2:27][CH2:26][C:25](=O)[CH2:24][CH2:23]2)=[O:21])[CH2:3][CH2:2]1.Cl.[OH:30][CH2:31][C@H:32]1[NH:36][CH2:35][C@H:34]([NH:37][C:38](=[O:40])[CH3:39])[CH2:33]1. (2) Given the product [CH3:39][O:38][C:35]1[CH:34]=[CH:33][C:32]([CH2:31][N:25]([C:26]2[S:27][CH:28]=[CH:29][N:30]=2)[S:22]([C:19]2[CH:20]=[CH:21][C:13]3[N:12]([C:3]4[CH:4]=[CH:5][C:6]([C:8]([F:11])([F:9])[F:10])=[CH:7][C:2]=4[C:49]4[CH2:54][CH2:53][N:52]([C:55]([O:57][C:58]([CH3:61])([CH3:60])[CH3:59])=[O:56])[CH2:51][CH:50]=4)[CH2:17][CH2:16][O:15][C:14]=3[CH:18]=2)(=[O:23])=[O:24])=[CH:37][CH:36]=1, predict the reactants needed to synthesize it. The reactants are: Cl[C:2]1[CH:7]=[C:6]([C:8]([F:11])([F:10])[F:9])[CH:5]=[CH:4][C:3]=1[N:12]1[CH2:17][CH2:16][O:15][C:14]2[CH:18]=[C:19]([S:22]([N:25]([CH2:31][C:32]3[CH:37]=[CH:36][C:35]([O:38][CH3:39])=[CH:34][CH:33]=3)[C:26]3[S:27][CH:28]=[CH:29][N:30]=3)(=[O:24])=[O:23])[CH:20]=[CH:21][C:13]1=2.B1([C:49]2[CH2:54][CH2:53][N:52]([C:55]([O:57][C:58]([CH3:61])([CH3:60])[CH3:59])=[O:56])[CH2:51][CH:50]=2)OC(C)(C)C(C)(C)O1.P([O-])([O-])([O-])=O.[K+].[K+].[K+]. (3) Given the product [C:1]([N:5]1[C:13]2[CH:12]=[CH:11][N:10]=[C:9]([O:15][CH3:16])[C:8]=2[C:7](=[O:17])[NH:6]1)([CH3:4])([CH3:3])[CH3:2], predict the reactants needed to synthesize it. The reactants are: [C:1]([NH:5][NH:6][C:7](=[O:17])[C:8]1[C:13](I)=[CH:12][CH:11]=[N:10][C:9]=1[O:15][CH3:16])([CH3:4])([CH3:3])[CH3:2].N1CCC[C@H]1C(O)=O.C(=O)([O-])[O-].[K+].[K+]. (4) Given the product [N:12]1([CH:9]2[CH2:8][CH2:7][C:6](=[O:5])[CH2:11][CH2:10]2)[CH2:13][CH2:14][O:15][CH2:16][CH2:17]1, predict the reactants needed to synthesize it. The reactants are: Cl.O1[C:6]2([CH2:11][CH2:10][CH:9]([N:12]3[CH2:17][CH2:16][O:15][CH2:14][CH2:13]3)[CH2:8][CH2:7]2)[O:5]CC1.Cl.C([O-])(O)=O.[Na+]. (5) Given the product [Br:1][C:2]1[CH:11]=[C:10]2[C:5]([C:6]([NH:23][CH2:22][CH:19]3[CH2:20][CH2:21][O:16][CH2:17][CH2:18]3)=[C:7]([N+:12]([O-:14])=[O:13])[CH:8]=[N:9]2)=[CH:4][CH:3]=1, predict the reactants needed to synthesize it. The reactants are: [Br:1][C:2]1[CH:11]=[C:10]2[C:5]([C:6](Cl)=[C:7]([N+:12]([O-:14])=[O:13])[CH:8]=[N:9]2)=[CH:4][CH:3]=1.[O:16]1[CH2:21][CH2:20][CH:19]([CH2:22][NH2:23])[CH2:18][CH2:17]1. (6) Given the product [C:2]([O:6][C:7]([N:9]1[CH2:14][CH2:13][N:12]([C:16]2[CH:21]=[N:20][C:19]([F:22])=[CH:18][CH:17]=2)[CH2:11][CH2:10]1)=[O:8])([CH3:5])([CH3:3])[CH3:4], predict the reactants needed to synthesize it. The reactants are: Cl.[C:2]([O:6][C:7]([N:9]1[CH2:14][CH2:13][NH:12][CH2:11][CH2:10]1)=[O:8])([CH3:5])([CH3:4])[CH3:3].Br[C:16]1[CH:17]=[CH:18][C:19]([F:22])=[N:20][CH:21]=1.C1C=CC(P(C2C=CC3C(=CC=CC=3)C=2C2C3C(=CC=CC=3)C=CC=2P(C2C=CC=CC=2)C2C=CC=CC=2)C2C=CC=CC=2)=CC=1.C(=O)([O-])[O-].[Cs+].[Cs+].